This data is from Forward reaction prediction with 1.9M reactions from USPTO patents (1976-2016). The task is: Predict the product of the given reaction. Given the reactants [CH3:1][NH:2][S:3]([C:6]1[CH:10]=[CH:9][S:8][C:7]=1[C:11]([O:13][CH3:14])=[O:12])(=[O:5])=[O:4].C(Cl)Cl.[C:29]([O:28][C:26](O[C:26]([O:28][C:29]([CH3:32])([CH3:31])[CH3:30])=[O:27])=[O:27])([CH3:32])([CH3:31])[CH3:30], predict the reaction product. The product is: [C:29]([O:28][C:26]([N:2]([CH3:1])[S:3]([C:6]1[CH:10]=[CH:9][S:8][C:7]=1[C:11]([O:13][CH3:14])=[O:12])(=[O:4])=[O:5])=[O:27])([CH3:30])([CH3:31])[CH3:32].